This data is from Catalyst prediction with 721,799 reactions and 888 catalyst types from USPTO. The task is: Predict which catalyst facilitates the given reaction. (1) Reactant: [CH2:1]1[O:9][C:8]2[CH:7]=[CH:6][C:5]([NH:10][C:11]([C@@H:13]3[C@@H:15]([CH2:16][CH2:17][CH2:18][CH3:19])[O:14]3)=[O:12])=[CH:4][C:3]=2[O:2]1.[N-:20]=[N+:21]=[N-:22].[Na+].S([O-])([O-])(=O)=O.[Mg+2]. Product: [CH2:1]1[O:9][C:8]2[CH:7]=[CH:6][C:5]([NH:10][C:11](=[O:12])[C@@H:13]([OH:14])[C@@H:15]([N:20]=[N+:21]=[N-:22])[CH2:16][CH2:17][CH2:18][CH3:19])=[CH:4][C:3]=2[O:2]1. The catalyst class is: 5. (2) Reactant: [ClH:1].[Cl:2][CH2:3][CH2:4][NH:5][CH2:6][CH2:7]Cl.[F:9][C:10]1[CH:16]=[CH:15][C:13]([NH2:14])=[C:12]([CH3:17])[CH:11]=1. Product: [ClH:2].[ClH:1].[F:9][C:10]1[CH:16]=[CH:15][C:13]([N:14]2[CH2:7][CH2:6][NH:5][CH2:4][CH2:3]2)=[C:12]([CH3:17])[CH:11]=1. The catalyst class is: 41. (3) The catalyst class is: 16. Product: [N:27]1([C:7]2[C:6]([NH:5][C:1]([CH3:4])([CH3:3])[CH3:2])=[N:15][C:14]3[C:9](=[CH:10][CH:11]=[CH:12][C:13]=3[C:16]3[NH:24][C:23]4[CH2:22][CH2:21][NH:20][C:19](=[O:25])[C:18]=4[CH:17]=3)[N:8]=2)[CH2:30][CH2:29][CH2:28]1. Reactant: [C:1]([NH:5][C:6]1[C:7](Cl)=[N:8][C:9]2[C:14]([N:15]=1)=[C:13]([C:16]1[NH:24][C:23]3[CH2:22][CH2:21][NH:20][C:19](=[O:25])[C:18]=3[CH:17]=1)[CH:12]=[CH:11][CH:10]=2)([CH3:4])([CH3:3])[CH3:2].[NH:27]1[CH2:30][CH2:29][CH2:28]1.CCN(C(C)C)C(C)C.